This data is from Forward reaction prediction with 1.9M reactions from USPTO patents (1976-2016). The task is: Predict the product of the given reaction. (1) Given the reactants Cl[C:2]1[CH:17]=[C:16]([NH:18][CH:19]([CH3:21])[CH3:20])[C:5]([C:6]([NH:8][CH2:9][C@@H:10]([F:15])[C:11]([OH:14])([CH3:13])[CH3:12])=[O:7])=[CH:4][N:3]=1.[NH2:22][C:23]1[N:28]=[CH:27][C:26]([C:29]#[N:30])=[CH:25][N:24]=1.CC1(C)C2C(=C(P(C3C=CC=CC=3)C3C=CC=CC=3)C=CC=2)OC2C(P(C3C=CC=CC=3)C3C=CC=CC=3)=CC=CC1=2.C([O-])([O-])=O.[K+].[K+], predict the reaction product. The product is: [C:29]([C:26]1[CH:25]=[N:24][C:23]([NH:22][C:2]2[CH:17]=[C:16]([NH:18][CH:19]([CH3:21])[CH3:20])[C:5]([C:6]([NH:8][CH2:9][C@@H:10]([F:15])[C:11]([OH:14])([CH3:13])[CH3:12])=[O:7])=[CH:4][N:3]=2)=[N:28][CH:27]=1)#[N:30]. (2) Given the reactants Cl.[NH2:2][C:3]1[CH:4]=[C:5]([CH2:11][CH2:12][NH:13]C(=O)C)[CH:6]=[CH:7][C:8]=1[O:9][CH3:10].Cl, predict the reaction product. The product is: [NH2:13][CH2:12][CH2:11][C:5]1[CH:6]=[CH:7][C:8]([O:9][CH3:10])=[C:3]([NH2:2])[CH:4]=1. (3) Given the reactants [Cl:1][C:2]1[CH:11]=[C:10]([N+:12]([O-])=O)[C:9]2[N:8]([CH2:15][CH2:16][CH2:17][N:18]3C(=O)C4C(=CC=CC=4)C3=O)[C:7](=[O:29])[C:6]3=[C:30]([CH3:33])[NH:31][N:32]=[C:5]3[C:4]=2[CH:3]=1.NCCCN1C2C([N+]([O-])=O)=CC(Cl)=CC=2C2=NNC(C)=C2C1=O, predict the reaction product. The product is: [NH2:12][C:10]1[C:9]2[N:8]([CH2:15][CH2:16][CH2:17][NH2:18])[C:7](=[O:29])[C:6]3=[C:30]([CH3:33])[NH:31][N:32]=[C:5]3[C:4]=2[CH:3]=[C:2]([Cl:1])[CH:11]=1. (4) Given the reactants [F:1][C:2]1[CH:3]=[C:4]2[C:8](=[CH:9][CH:10]=1)[NH:7][C:6]([C:11]([O:13][CH2:14][CH3:15])=[O:12])=[CH:5]2.[H-].[Na+].Br.Br[CH2:20][C:21]1[CH:26]=[CH:25][N:24]=[CH:23][CH:22]=1.C(OCC)C, predict the reaction product. The product is: [F:1][C:2]1[CH:3]=[C:4]2[C:8](=[CH:9][CH:10]=1)[N:7]([CH2:20][C:21]1[CH:26]=[CH:25][N:24]=[CH:23][CH:22]=1)[C:6]([C:11]([O:13][CH2:14][CH3:15])=[O:12])=[CH:5]2. (5) Given the reactants [Cl:1][C:2]1[CH:3]=[C:4]([NH2:10])[C:5]([NH2:9])=[CH:6][C:7]=1[Cl:8].O.CN([CH:15]=[O:16])C, predict the reaction product. The product is: [Cl:1][C:2]1[C:7]([Cl:8])=[CH:6][C:5]2[NH:9][C:15](=[O:16])[NH:10][C:4]=2[CH:3]=1. (6) Given the reactants [Cl:1][C:2]1[CH:25]=[CH:24][C:5]([C:6]([NH:8][C:9]2[C:10]([Cl:23])=[N:11][CH:12]=[N:13][C:14]=2[NH:15][C:16]2[CH:21]=[CH:20][C:19]([Cl:22])=[CH:18][CH:17]=2)=O)=[C:4]([F:26])[CH:3]=1, predict the reaction product. The product is: [Cl:23][C:10]1[N:11]=[CH:12][N:13]=[C:14]2[C:9]=1[N:8]=[C:6]([C:5]1[CH:24]=[CH:25][C:2]([Cl:1])=[CH:3][C:4]=1[F:26])[N:15]2[C:16]1[CH:21]=[CH:20][C:19]([Cl:22])=[CH:18][CH:17]=1. (7) Given the reactants [NH2:1][C:2]1[N:10]=[C:9]2[C:5]([N:6]=[CH:7][N:8]2[C@@H:11]2[O:15][C@H:14]([CH2:16][O:17][P:18]([O:28][C:29]3[CH:34]=[CH:33][CH:32]=[CH:31][C:30]=3[CH2:35][CH2:36][C:37]([O:39][CH2:40][CH3:41])=[O:38])([NH:20][CH:21]([CH3:27])[C:22]([O:24][CH2:25][CH3:26])=[O:23])=[O:19])[C@@H:13]([O:42][Si](C(C)(C)C)(C)C)[C@:12]2([OH:51])[CH3:50])=[C:4]([NH:52]C(OCC2C=CC=CC=2)=O)[N:3]=1.Cl, predict the reaction product. The product is: [NH2:1][C:2]1[N:10]=[C:9]2[C:5]([N:6]=[CH:7][N:8]2[C@@H:11]2[O:15][C@H:14]([CH2:16][O:17][P:18]([O:28][C:29]3[CH:34]=[CH:33][CH:32]=[CH:31][C:30]=3[CH2:35][CH2:36][C:37]([O:39][CH2:40][CH3:41])=[O:38])([NH:20][CH:21]([CH3:27])[C:22]([O:24][CH2:25][CH3:26])=[O:23])=[O:19])[C@@H:13]([OH:42])[C@:12]2([OH:51])[CH3:50])=[C:4]([NH2:52])[N:3]=1.